Dataset: Peptide-MHC class II binding affinity with 134,281 pairs from IEDB. Task: Regression. Given a peptide amino acid sequence and an MHC pseudo amino acid sequence, predict their binding affinity value. This is MHC class II binding data. The peptide sequence is GELQIVDKTDAAFKI. The MHC is DRB1_1501 with pseudo-sequence DRB1_1501. The binding affinity (normalized) is 0.282.